This data is from Reaction yield outcomes from USPTO patents with 853,638 reactions. The task is: Predict the reaction yield, written as a fraction of the theoretical maximum amount of product (1.0 means a 100% yield; for example, 0.34 means a 34% yield). (1) The reactants are [CH:1]1([CH2:6][C@H:7]([C:16]2[CH:21]=[CH:20][C:19]([S:22]([CH3:25])(=[O:24])=[O:23])=[CH:18][CH:17]=2)[C:8]([NH:10][C:11]2[S:12][CH:13]=[CH:14][N:15]=2)=[O:9])[CH2:5][CH2:4][CH2:3][CH2:2]1.[Br:26]N1C(=O)CCC1=O.C(OOC(=O)C1C=CC=CC=1)(=O)C1C=CC=CC=1. The catalyst is C(Cl)(Cl)(Cl)Cl. The product is [Br:26][C:13]1[S:12][C:11]([NH:10][C:8](=[O:9])[C@@H:7]([C:16]2[CH:21]=[CH:20][C:19]([S:22]([CH3:25])(=[O:24])=[O:23])=[CH:18][CH:17]=2)[CH2:6][CH:1]2[CH2:5][CH2:4][CH2:3][CH2:2]2)=[N:15][CH:14]=1. The yield is 0.450. (2) The reactants are [NH2:1][CH2:2][C@H:3]1[O:11][C@H:10]2[C@H:6]([N:7]=[C:8]([CH2:12][CH2:13][NH:14][C:15](=[O:21])[O:16][C:17]([CH3:20])([CH3:19])[CH3:18])[S:9]2)[C@@H:5]([OH:22])[C@@H:4]1[OH:23].[CH:24](=O)[C:25]1[CH:30]=[CH:29][CH:28]=[CH:27][CH:26]=1.C([BH3-])#N.[Na+]. The catalyst is CN(C=O)C. The product is [CH2:24]([NH:1][CH2:2][C@H:3]1[O:11][C@H:10]2[C@H:6]([N:7]=[C:8]([CH2:12][CH2:13][NH:14][C:15](=[O:21])[O:16][C:17]([CH3:20])([CH3:18])[CH3:19])[S:9]2)[C@@H:5]([OH:22])[C@@H:4]1[OH:23])[C:25]1[CH:30]=[CH:29][CH:28]=[CH:27][CH:26]=1. The yield is 0.830. (3) The yield is 0.690. The product is [OH:33][CH2:32][CH2:31][CH2:30][CH2:29][CH2:28][CH2:27][N:26]1[C:23](=[O:25])[CH2:24][CH:19]([CH2:1][CH2:2][CH2:3][CH2:4][CH2:5][CH2:6][CH2:7][CH2:8][CH2:9][CH2:10][CH2:11][CH2:12][CH2:13][CH2:14][CH2:15][CH2:16][CH2:17][CH3:18])[C:20]1=[O:22]. No catalyst specified. The reactants are [CH2:1]([CH:19]1[CH2:24][C:23](=[O:25])[O:22][C:20]1=O)[CH2:2][CH2:3][CH2:4][CH2:5][CH2:6][CH2:7][CH2:8][CH2:9][CH2:10][CH2:11][CH2:12][CH2:13][CH2:14][CH2:15][CH2:16][CH2:17][CH3:18].[NH2:26][CH2:27][CH2:28][CH2:29][CH2:30][CH2:31][CH2:32][OH:33]. (4) The reactants are [OH:1][C:2]1[C:3](I)=[C:4]2[C:9](=[CH:10][CH:11]=1)[N:8]=[CH:7][CH:6]=[CH:5]2.Cl[C:14]1[C:23]2[C:18](=[CH:19][C:20]([O:26][CH3:27])=[C:21]([O:24][CH3:25])[CH:22]=2)[N:17]=[CH:16][CH:15]=1.[Cl:28]C1C=CC=CC=1Cl. The catalyst is CN(C)C1C=CN=CC=1. The product is [Cl:28][C:3]1[C:2]([O:1][C:14]2[C:23]3[C:18](=[CH:19][C:20]([O:26][CH3:27])=[C:21]([O:24][CH3:25])[CH:22]=3)[N:17]=[CH:16][CH:15]=2)=[CH:11][CH:10]=[C:9]2[C:4]=1[CH:5]=[CH:6][CH:7]=[N:8]2. The yield is 0.120. (5) The reactants are Cl[C:2]1[C:11]2[C:6](=[CH:7][CH:8]=[C:9]([Cl:12])[N:10]=2)[N:5]=[CH:4][C:3]=1[C:13](=[O:15])[CH3:14].[CH3:16][N:17]([CH2:19][C@@H:20]1[CH2:25][CH2:24][C@H:23]([NH2:26])[CH2:22][CH2:21]1)[CH3:18]. No catalyst specified. The product is [Cl:12][C:9]1[N:10]=[C:11]2[C:6](=[CH:7][CH:8]=1)[N:5]=[CH:4][C:3]([C:13](=[O:15])[CH3:14])=[C:2]2[NH:26][C@H:23]1[CH2:24][CH2:25][C@@H:20]([CH2:19][N:17]([CH3:18])[CH3:16])[CH2:21][CH2:22]1. The yield is 0.550. (6) The reactants are [BH4-].[Na+].[CH3:3][CH:4]([CH3:16])[C:5](=[O:15])[CH2:6][CH2:7][NH:8][C:9]1[CH:14]=[CH:13][CH:12]=[CH:11][CH:10]=1. The catalyst is CO. The product is [CH3:3][CH:4]([CH3:16])[CH:5]([OH:15])[CH2:6][CH2:7][NH:8][C:9]1[CH:14]=[CH:13][CH:12]=[CH:11][CH:10]=1. The yield is 0.230.